Dataset: Reaction yield outcomes from USPTO patents with 853,638 reactions. Task: Predict the reaction yield, written as a fraction of the theoretical maximum amount of product (1.0 means a 100% yield; for example, 0.34 means a 34% yield). (1) The reactants are C1(P(C2CCCCC2)C2C=CC=CC=2C2C(OC)=CC=CC=2OC)CCCCC1.[C:30]1([C:37]2[CH:42]=[CH:41][CH:40]=[CH:39][CH:38]=2)[C:31]([NH2:36])=[CH:32][CH:33]=[CH:34][CH:35]=1.[CH:43]1([C:49]2[C:54]3[O:55][C:56]4[C:61](I)=[CH:60][CH:59]=[CH:58][C:57]=4[C:53]=3[CH:52]=[CH:51][CH:50]=2)[CH2:48][CH2:47][CH2:46][CH2:45][CH2:44]1.CC(C)([O-])C.[Na+]. No catalyst specified. The product is [C:30]1([C:37]2[CH:38]=[CH:39][CH:40]=[CH:41][CH:42]=2)[CH:35]=[CH:34][CH:33]=[CH:32][C:31]=1[NH:36][C:61]1[C:56]2[O:55][C:54]3[C:49]([CH:43]4[CH2:48][CH2:47][CH2:46][CH2:45][CH2:44]4)=[CH:50][CH:51]=[CH:52][C:53]=3[C:57]=2[CH:58]=[CH:59][CH:60]=1. The yield is 1.00. (2) The reactants are [CH3:1][CH:2]1[N:7]([CH3:8])[CH2:6][CH2:5][N:4]2[N:9]=[C:10]([NH2:12])[CH:11]=[C:3]12.[C:13]([O:16][CH2:17][C:18]1[C:19]([N:33]2[CH2:44][CH2:43][N:42]3[C:35](=[CH:36][C:37]4[CH2:38][C:39]([CH3:46])([CH3:45])[CH2:40][C:41]=43)[C:34]2=[O:47])=[N:20][CH:21]=[CH:22][C:23]=1[C:24]1[CH:29]=[C:28](Br)[C:27](=[O:31])[N:26]([CH3:32])[CH:25]=1)(=[O:15])[CH3:14].CC1(C)C2C(=C(P(C3C=CC=CC=3)C3C=CC=CC=3)C=CC=2)OC2C(P(C3C=CC=CC=3)C3C=CC=CC=3)=CC=CC1=2.C([O-])([O-])=O.[Cs+].[Cs+]. The catalyst is C1C=CC(/C=C/C(/C=C/C2C=CC=CC=2)=O)=CC=1.C1C=CC(/C=C/C(/C=C/C2C=CC=CC=2)=O)=CC=1.C1C=CC(/C=C/C(/C=C/C2C=CC=CC=2)=O)=CC=1.[Pd].[Pd].O1CCOCC1. The product is [C:13]([O:16][CH2:17][C:18]1[C:19]([N:33]2[CH2:44][CH2:43][N:42]3[C:35](=[CH:36][C:37]4[CH2:38][C:39]([CH3:46])([CH3:45])[CH2:40][C:41]=43)[C:34]2=[O:47])=[N:20][CH:21]=[CH:22][C:23]=1[C:24]1[CH:29]=[C:28]([NH:12][C:10]2[CH:11]=[C:3]3[CH:2]([CH3:1])[N:7]([CH3:8])[CH2:6][CH2:5][N:4]3[N:9]=2)[C:27](=[O:31])[N:26]([CH3:32])[CH:25]=1)(=[O:15])[CH3:14]. The yield is 0.480. (3) The reactants are [C:1]([O:4][CH:5]1[C:6]([OH:39])([CH3:38])[CH2:7][CH2:8][CH:9]([OH:37])[CH2:10][C:11]([O:13][CH:14](/[C:19](/[CH3:36])=[CH:20]/[CH:21]=[CH:22]/[C:23]([OH:35])([CH3:34])[CH2:24][CH:25]2[O:33][CH:26]2[CH:27]([CH3:32])[CH:28]([OH:31])[CH2:29][CH3:30])[CH:15]([CH3:18])[CH:16]=[CH:17]1)=[O:12])(=[O:3])[CH3:2].Cl[Si:41]([CH2:46][CH3:47])([CH2:44][CH3:45])[CH2:42][CH3:43]. The catalyst is ClCCl.C(OCC)(=O)C. The product is [C:1]([O:4][CH:5]1[C:6]([OH:39])([CH3:38])[CH2:7][CH2:8][CH:9]([O:37][Si:41]([CH2:46][CH3:47])([CH2:44][CH3:45])[CH2:42][CH3:43])[CH2:10][C:11]([O:13][CH:14](/[C:19](/[CH3:36])=[CH:20]/[CH:21]=[CH:22]/[C:23]([CH3:34])([O:35][Si:41]([CH2:46][CH3:47])([CH2:44][CH3:45])[CH2:42][CH3:43])[CH2:24][CH:25]2[O:33][CH:26]2[CH:27]([CH3:32])[CH:28]([O:31][Si:41]([CH2:46][CH3:47])([CH2:44][CH3:45])[CH2:42][CH3:43])[CH2:29][CH3:30])[CH:15]([CH3:18])[CH:16]=[CH:17]1)=[O:12])(=[O:3])[CH3:2]. The yield is 0.980. (4) The reactants are [N:1]1[CH:6]=[CH:5][C:4]([C:7]2[N:11]3[CH2:12][CH2:13][CH2:14][NH:15][C:10]3=[N:9][N:8]=2)=[CH:3][CH:2]=1.Cl[CH2:17][C:18]1[O:22][C:21]([C:23]2[CH:24]=[C:25]([CH:28]=[CH:29][CH:30]=2)[C:26]#[N:27])=[N:20][N:19]=1.C([O-])([O-])=O.[K+].[K+]. The catalyst is CC(=O)CC. The product is [N:1]1[CH:6]=[CH:5][C:4]([C:7]2[N:11]3[CH2:12][CH2:13][CH2:14][N:15]([CH2:17][C:18]4[O:22][C:21]([C:23]5[CH:24]=[C:25]([CH:28]=[CH:29][CH:30]=5)[C:26]#[N:27])=[N:20][N:19]=4)[C:10]3=[N:9][N:8]=2)=[CH:3][CH:2]=1. The yield is 0.160. (5) The reactants are CC1(C)[O:7][C:6](=[O:8])[CH2:5][C:4](=[O:9])O1.[CH:11]([NH:14][C:15]1[CH:22]=[CH:21][CH:20]=[CH:19][C:16]=1[CH:17]=O)([CH3:13])[CH3:12].C(O)(=O)C.C(N)CN. The catalyst is CO. The product is [CH:11]([N:14]1[C:15]2[C:16](=[CH:19][CH:20]=[CH:21][CH:22]=2)[CH:17]=[C:5]([C:6]([OH:7])=[O:8])[C:4]1=[O:9])([CH3:13])[CH3:12]. The yield is 0.980. (6) The reactants are [NH2:1][C:2]1[CH:7]=[CH:6][C:5]([F:8])=[CH:4][C:3]=1[NH:9][C:10]1[C:11]([CH3:20])=[C:12]([CH:17]=[CH:18][CH:19]=1)[C:13]([O:15][CH3:16])=[O:14].[C:21](Cl)(=O)[CH3:22]. The catalyst is CN(C)C(=O)C.C(=O)(O)[O-].[Na+]. The product is [F:8][C:5]1[CH:6]=[CH:7][C:2]2[N:1]=[C:21]([CH3:22])[N:9]([C:10]3[C:11]([CH3:20])=[C:12]([CH:17]=[CH:18][CH:19]=3)[C:13]([O:15][CH3:16])=[O:14])[C:3]=2[CH:4]=1. The yield is 0.890. (7) The reactants are [CH3:1][C:2]1[CH:3]=[CH:4][CH:5]=[C:6]2[C:11]=1[C:10](=[O:12])[N:9]([C:13]1[CH:18]=[CH:17][CH:16]=[CH:15][C:14]=1[CH3:19])[C:8]([CH2:20][NH:21][CH3:22])=[CH:7]2.Cl[C:24]1[N:32]=[CH:31][N:30]=[C:29]2[C:25]=1[N:26]=[CH:27][N:28]2[CH:33]1[CH2:38][CH2:37][CH2:36][CH2:35][O:34]1. The catalyst is CCO. The product is [CH3:1][C:2]1[CH:3]=[CH:4][CH:5]=[C:6]2[C:11]=1[C:10](=[O:12])[N:9]([C:13]1[CH:18]=[CH:17][CH:16]=[CH:15][C:14]=1[CH3:19])[C:8]([CH2:20][N:21]([CH3:22])[C:24]1[N:32]=[CH:31][N:30]=[C:29]3[C:25]=1[N:26]=[CH:27][N:28]3[CH:33]1[CH2:38][CH2:37][CH2:36][CH2:35][O:34]1)=[CH:7]2. The yield is 0.510.